Dataset: Catalyst prediction with 721,799 reactions and 888 catalyst types from USPTO. Task: Predict which catalyst facilitates the given reaction. (1) Reactant: Br[C:2]1[S:6][C:5]([CH:7]=[O:8])=[CH:4][CH:3]=1.[CH3:9][O:10][C:11]1[CH:16]=[CH:15][CH:14]=[CH:13][C:12]=1B(O)O.C(=O)([O-])[O-].[Na+].[Na+]. Product: [CH3:9][O:10][C:11]1[CH:16]=[CH:15][CH:14]=[CH:13][C:12]=1[C:2]1[S:6][C:5]([CH:7]=[O:8])=[CH:4][CH:3]=1. The catalyst class is: 398. (2) Reactant: C([N:8]1[CH2:12][CH2:11][C:10]([C:20]2[CH:21]=[C:22]3[CH:28]=[CH:27][NH:26][C:23]3=[N:24][CH:25]=2)([CH2:13][C:14]2[CH:19]=[CH:18][CH:17]=[CH:16][CH:15]=2)[CH2:9]1)C1C=CC=CC=1. Product: [CH2:13]([C:10]1([C:20]2[CH:21]=[C:22]3[CH:28]=[CH:27][NH:26][C:23]3=[N:24][CH:25]=2)[CH2:11][CH2:12][NH:8][CH2:9]1)[C:14]1[CH:15]=[CH:16][CH:17]=[CH:18][CH:19]=1. The catalyst class is: 105. (3) Reactant: [F:1][C:2]([F:16])([F:15])[O:3][C:4]1[CH:5]=[C:6]2[C:11](=[CH:12][CH:13]=1)[N+:10]([O-])=[CH:9][CH:8]=[CH:7]2.C(=O)([O-])[O-:18].[Na+].[Na+]. Product: [F:1][C:2]([F:16])([F:15])[O:3][C:4]1[CH:5]=[C:6]2[C:11](=[CH:12][CH:13]=1)[NH:10][C:9](=[O:18])[CH:8]=[CH:7]2. The catalyst class is: 152.